From a dataset of Forward reaction prediction with 1.9M reactions from USPTO patents (1976-2016). Predict the product of the given reaction. (1) Given the reactants [F:1][C:2]([F:12])([F:11])[O:3][C:4]1[CH:9]=[CH:8][C:7]([OH:10])=[CH:6][CH:5]=1.Cl[C:14]1[C:15]([CH3:29])=[CH:16][C:17]([N+:26]([O-:28])=[O:27])=[C:18]([CH:25]=1)[C:19]([O:21][CH:22]([CH3:24])[CH3:23])=[O:20].C(=O)([O-])[O-].[K+].[K+], predict the reaction product. The product is: [CH3:29][C:15]1[C:14]([O:10][C:7]2[CH:6]=[CH:5][C:4]([O:3][C:2]([F:11])([F:12])[F:1])=[CH:9][CH:8]=2)=[CH:25][C:18]([C:19]([O:21][CH:22]([CH3:24])[CH3:23])=[O:20])=[C:17]([N+:26]([O-:28])=[O:27])[CH:16]=1. (2) Given the reactants P(Cl)(Cl)([Cl:3])=O.O[C:7]1[N:8]=[C:9]2[NH:16][C@:15]([CH3:21])([C:17]([F:20])([F:19])[F:18])[CH2:14][N:10]2[C:11](=[O:13])[CH:12]=1.[OH-].[Na+], predict the reaction product. The product is: [Cl:3][C:7]1[N:8]=[C:9]2[NH:16][C@:15]([CH3:21])([C:17]([F:20])([F:19])[F:18])[CH2:14][N:10]2[C:11](=[O:13])[CH:12]=1.